From a dataset of Full USPTO retrosynthesis dataset with 1.9M reactions from patents (1976-2016). Predict the reactants needed to synthesize the given product. (1) Given the product [Cl:1][C:2]1[CH:10]=[C:9]2[C:5]([CH2:6][N:7]([C:12]3[C:13]([CH3:35])=[C:14]([C:18]4[C:30]5[C:29]6[C:24](=[CH:25][C:26]([O:31][CH2:5][CH2:6][N:7]7[CH2:12][CH2:36][O:39][CH2:9][CH2:8]7)=[CH:27][CH:28]=6)[NH:23][C:22]=5[C:21]([C:32]([NH2:34])=[O:33])=[N:20][CH:19]=4)[CH:15]=[CH:16][CH:17]=3)[C:8]2=[O:11])=[CH:4][CH:3]=1, predict the reactants needed to synthesize it. The reactants are: [Cl:1][C:2]1[CH:10]=[C:9]2[C:5]([CH2:6][N:7]([C:12]3[C:13]([CH3:35])=[C:14]([C:18]4[C:30]5[C:29]6[C:24](=[CH:25][C:26]([OH:31])=[CH:27][CH:28]=6)[NH:23][C:22]=5[C:21]([C:32]([NH2:34])=[O:33])=[N:20][CH:19]=4)[CH:15]=[CH:16][CH:17]=3)[C:8]2=[O:11])=[CH:4][CH:3]=1.[C:36](=[O:39])([O-])[O-].[Cs+].[Cs+]. (2) Given the product [CH3:1][N:2]1[CH:6]=[CH:5][C:4]([NH:7][C:8]([C:10]2[C:15]([NH:16][C:17]3[C:18]([CH3:25])=[N:19][CH:20]=[CH:21][CH:22]=3)=[CH:14][CH:13]=[C:12]([CH3:23])[N:11]=2)=[O:9])=[N:3]1, predict the reactants needed to synthesize it. The reactants are: [CH3:1][N:2]1[CH:6]=[CH:5][C:4]([NH:7][C:8]([C:10]2[C:15]([NH:16][C:17]3[CH:18]=[N:19][CH:20]=[CH:21][CH:22]=3)=[CH:14][CH:13]=[C:12]([CH3:23])[N:11]=2)=[O:9])=[N:3]1.Br[C:25]1C(C)=NC=CC=1. (3) Given the product [O:8]1[C@H:9]([CH2:15][OH:16])[C@@H:10]([OH:11])[C@H:5]([OH:4])[CH:6]=[CH:7]1, predict the reactants needed to synthesize it. The reactants are: C([O:4][C@H:5]1[C@H:10]([O:11]C(=O)C)[C@@H:9]([CH2:15][O:16]C(=O)C)[O:8][CH:7]=[CH:6]1)(=O)C. (4) Given the product [F:24][C:12]1([F:23])[CH:11]([CH2:10][CH2:9][OH:8])[C:16]2[CH:17]=[C:18]([C:20]([NH2:22])=[O:21])[S:19][C:15]=2[CH2:14][CH2:13]1, predict the reactants needed to synthesize it. The reactants are: [Si]([O:8][CH2:9][CH2:10][CH:11]1[C:16]2[CH:17]=[C:18]([C:20]([NH2:22])=[O:21])[S:19][C:15]=2[CH2:14][CH2:13][C:12]1([F:24])[F:23])(C(C)(C)C)(C)C.[F-].C([N+](CCCC)(CCCC)CCCC)CCC. (5) Given the product [Cl:18][C:19]1[CH:24]=[CH:23][C:22]([S:25][C:7]2[C:6]([C:16]#[N:17])=[C:5]([OH:4])[C:10]([O:11][CH3:12])=[CH:9][C:8]=2[C:13]#[N:14])=[CH:21][CH:20]=1, predict the reactants needed to synthesize it. The reactants are: C([O:4][C:5]1[C:10]([O:11][CH3:12])=[CH:9][C:8]([C:13]#[N:14])=[C:7](Br)[C:6]=1[C:16]#[N:17])(=O)C.[Cl:18][C:19]1[CH:24]=[CH:23][C:22]([S:25][S:25][C:22]2[CH:23]=[CH:24][C:19]([Cl:18])=[CH:20][CH:21]=2)=[CH:21][CH:20]=1. (6) The reactants are: [CH2:1]([O:5][C:6]1[CH:11]=[CH:10][C:9]([N+:12]([O-])=O)=[C:8]([CH3:15])[CH:7]=1)[CH2:2][CH2:3][CH3:4].CC1C=C(OCCC)C=CC=1N. Given the product [CH2:1]([O:5][C:6]1[CH:11]=[CH:10][C:9]([NH2:12])=[C:8]([CH3:15])[CH:7]=1)[CH2:2][CH2:3][CH3:4], predict the reactants needed to synthesize it. (7) Given the product [Br:5][C:6]1[CH:11]=[CH:10][C:9]([C:12]2[CH:17]=[CH:16][C:15]([C:25](=[O:26])[CH2:24][CH2:23][C:19]([O:21][CH3:22])=[O:20])=[CH:14][CH:13]=2)=[C:8]([F:18])[CH:7]=1, predict the reactants needed to synthesize it. The reactants are: [Cl-].[Al+3].[Cl-].[Cl-].[Br:5][C:6]1[CH:11]=[CH:10][C:9]([C:12]2[CH:17]=[CH:16][CH:15]=[CH:14][CH:13]=2)=[C:8]([F:18])[CH:7]=1.[C:19]([CH2:23][CH2:24][C:25](Cl)=[O:26])([O:21][CH3:22])=[O:20].